From a dataset of Catalyst prediction with 721,799 reactions and 888 catalyst types from USPTO. Predict which catalyst facilitates the given reaction. (1) Reactant: [Cl:1][C:2]1[CH:7]=[CH:6][CH:5]=[CH:4][C:3]=1[C:8]1[C:12]([C:13]([O:15][CH3:16])=[O:14])=[CH:11][NH:10][N:9]=1.[F:17][C:18]1[CH:23]=[C:22](B(O)O)[C:21]([CH3:27])=[CH:20][N:19]=1.N1C=CC=CC=1. The catalyst class is: 2. Product: [Cl:1][C:2]1[CH:7]=[CH:6][CH:5]=[CH:4][C:3]=1[C:8]1[C:12]([C:13]([O:15][CH3:16])=[O:14])=[CH:11][N:10]([C:22]2[C:21]([CH3:27])=[CH:20][N:19]=[C:18]([F:17])[CH:23]=2)[N:9]=1. (2) Reactant: [Br:1][C:2]1[CH:3]=[CH:4][C:5]([Cl:11])=[C:6]([CH:10]=1)[C:7](O)=O. Product: [Br:1][C:2]1[CH:3]=[CH:4][C:5]([Cl:11])=[C:6]([CH2:7][C:3]2[CH:2]=[CH:10][C:6]([CH3:7])=[CH:5][CH:4]=2)[CH:10]=1. The catalyst class is: 11. (3) Reactant: [F:1][C:2]1[CH:3]=[N:4][C:5]([NH:11][CH2:12][C:13]([F:16])([F:15])[F:14])=[C:6]([CH:10]=1)[C:7]([OH:9])=O.[CH3:17][C:18]([NH2:22])([C:20]#[CH:21])[CH3:19].CCN=C=NCCCN(C)C.CCN(C(C)C)C(C)C.C1C=CC2N(O)N=NC=2C=1. Product: [F:1][C:2]1[CH:3]=[N:4][C:5]([NH:11][CH2:12][C:13]([F:16])([F:15])[F:14])=[C:6]([CH:10]=1)[C:7]([NH:22][C:18]([CH3:19])([C:20]#[CH:21])[CH3:17])=[O:9]. The catalyst class is: 18. (4) Reactant: [H-].[Na+].[CH3:3][O:4][C:5]1[C:13]2[NH:12][C:11]3[CH2:14][CH2:15][N:16]([CH3:18])[CH2:17][C:10]=3[C:9]=2[CH:8]=[CH:7][CH:6]=1.[O:19]1[CH2:21][CH:20]1[C:22]1[CH:27]=[CH:26][N:25]=[CH:24][CH:23]=1.O. Product: [CH3:3][O:4][C:5]1[C:13]2[N:12]([CH2:21][CH:20]([C:22]3[CH:27]=[CH:26][N:25]=[CH:24][CH:23]=3)[OH:19])[C:11]3[CH2:14][CH2:15][N:16]([CH3:18])[CH2:17][C:10]=3[C:9]=2[CH:8]=[CH:7][CH:6]=1. The catalyst class is: 3. (5) Reactant: [CH2:1]([N:3]1[C:7]2=[N:8][C:9]([CH2:32][CH3:33])=[C:10]([CH2:19][NH:20][C:21]([C:23]3[CH:24]=[C:25]([CH:29]=[CH:30][CH:31]=3)[C:26](O)=[O:27])=[O:22])[C:11]([NH:12][CH:13]3[CH2:18][CH2:17][O:16][CH2:15][CH2:14]3)=[C:6]2[CH:5]=[N:4]1)[CH3:2].[Br:34][C:35]1[CH:36]=[C:37]([CH2:42]N)[CH:38]=[C:39]([CH3:41])[CH:40]=1.C[N:45](C(ON1N=NC2C=CC=CC1=2)=[N+](C)C)C.F[P-](F)(F)(F)(F)F.CCN(CC)CC. Product: [Br:34][C:35]1[CH:40]=[C:39]([CH2:41][N:20]([CH2:19][C:10]2[C:11]([NH:12][CH:13]3[CH2:18][CH2:17][O:16][CH2:15][CH2:14]3)=[C:6]3[CH:5]=[N:4][N:3]([CH2:1][CH3:2])[C:7]3=[N:8][C:9]=2[CH2:32][CH3:33])[C:21]([C:23]2[CH:31]=[CH:30][CH:29]=[C:25]([C:26]([NH2:45])=[O:27])[CH:24]=2)=[O:22])[CH:38]=[C:37]([CH3:42])[CH:36]=1. The catalyst class is: 2. (6) Reactant: [F:1][C:2]1[CH:3]=[C:4]([C@@H:26]2[CH2:30][N:29]([C:31]([O:33][C:34]([CH3:37])([CH3:36])[CH3:35])=[O:32])[C@H:28]([C:38]([O:40]C)=[O:39])[CH2:27]2)[CH:5]=[CH:6][C:7]=1[C:8]1[S:9][C:10]2[C:15]([N:16]=1)=[CH:14][CH:13]=[C:12]([C:17]1([C:20]3[CH:25]=[CH:24][CH:23]=[CH:22][CH:21]=3)[CH2:19][CH2:18]1)[N:11]=2.[OH-].[Na+]. Product: [C:34]([O:33][C:31]([N:29]1[CH2:30][C@@H:26]([C:4]2[CH:5]=[CH:6][C:7]([C:8]3[S:9][C:10]4[C:15]([N:16]=3)=[CH:14][CH:13]=[C:12]([C:17]3([C:20]5[CH:21]=[CH:22][CH:23]=[CH:24][CH:25]=5)[CH2:19][CH2:18]3)[N:11]=4)=[C:2]([F:1])[CH:3]=2)[CH2:27][C@H:28]1[C:38]([OH:40])=[O:39])=[O:32])([CH3:37])([CH3:35])[CH3:36]. The catalyst class is: 20. (7) Reactant: [Cl:1][C:2]1[CH:7]=[C:6]([Cl:8])[CH:5]=[CH:4][C:3]=1[N:9]1[C:13]2=[N:14][C:15]([CH3:23])=[CH:16][C:17]([NH:18][C:19](=O)[CH2:20][Cl:21])=[C:12]2[N:11]=[C:10]1[CH3:24]. Product: [Cl:1][C:2]1[CH:7]=[C:6]([Cl:8])[CH:5]=[CH:4][C:3]=1[N:9]1[C:13]2=[N:14][C:15]([CH3:23])=[CH:16][C:17]([NH:18][CH2:19][CH2:20][Cl:21])=[C:12]2[N:11]=[C:10]1[CH3:24]. The catalyst class is: 1. (8) Reactant: [CH3:1][N:2]1[CH:6]=[C:5]([CH3:7])[N:4]=[N:3]1.[Li]CCCC.[I:13]I. Product: [CH3:1][N:2]1[CH:6]=[C:5]([CH3:7])[N:4]=[N:3]1.[I:13][C:6]1[N:2]([CH3:1])[N:3]=[N:4][C:5]=1[CH3:7]. The catalyst class is: 1. (9) Reactant: [Cl:1][C:2]1[CH:3]=[C:4]([C:9]2[N:14]=[C:13]([CH3:15])[N:12]=[C:11](O)[C:10]=2[C:17]#[N:18])[CH:5]=[CH:6][C:7]=1[Cl:8].O=P(Cl)(Cl)[Cl:21].C(=O)([O-])[O-].[K+].[K+]. Product: [Cl:1][C:2]1[CH:3]=[C:4]([C:9]2[N:14]=[C:13]([CH3:15])[N:12]=[C:11]([Cl:21])[C:10]=2[C:17]#[N:18])[CH:5]=[CH:6][C:7]=1[Cl:8]. The catalyst class is: 12. (10) Reactant: [C:1]1([CH2:7][O:8][C:9]([NH:11][C@@H:12]([C:14]([OH:16])=O)[CH3:13])=[O:10])[CH:6]=[CH:5][CH:4]=[CH:3][CH:2]=1.Cl.[CH3:18][O:19][C:20](=[O:24])[CH2:21][NH:22][CH3:23].ON1C2C=CC=CC=2N=N1.CN1CCOCC1.C(Cl)CCl. Product: [C:1]1([CH2:7][O:8][C:9]([NH:11][C@@H:12]([C:14]([N:22]([CH3:23])[CH2:21][C:20]([O:19][CH3:18])=[O:24])=[O:16])[CH3:13])=[O:10])[CH:2]=[CH:3][CH:4]=[CH:5][CH:6]=1. The catalyst class is: 2.